The task is: Predict the reaction yield, written as a fraction of the theoretical maximum amount of product (1.0 means a 100% yield; for example, 0.34 means a 34% yield).. This data is from Reaction yield outcomes from USPTO patents with 853,638 reactions. (1) The reactants are [Cl:1][C:2]1[CH:3]=[C:4]([N:8]2[C:13](=[O:14])[C:12](OS(C3C=CC(C)=CC=3)(=O)=O)=[C:11]([C:26]3[CH:31]=[CH:30][C:29]([S:32]([CH3:35])(=[O:34])=[O:33])=[CH:28][CH:27]=3)[CH:10]=[N:9]2)[CH:5]=[CH:6][CH:7]=1.[C:36]1(C)[C:41]([SH:42])=[CH:40][CH:39]=[CH:38][CH:37]=1.[C:44]([O-])([O-])=O.[K+].[K+].O. The catalyst is CCO. The product is [Cl:1][C:2]1[CH:3]=[C:4]([N:8]2[C:13](=[O:14])[C:12]([S:42][C:41]3[CH:36]=[CH:37][C:38]([CH3:44])=[CH:39][CH:40]=3)=[C:11]([C:26]3[CH:31]=[CH:30][C:29]([S:32]([CH3:35])(=[O:34])=[O:33])=[CH:28][CH:27]=3)[CH:10]=[N:9]2)[CH:5]=[CH:6][CH:7]=1. The yield is 0.830. (2) The product is [Cl:1][C:2]1[C:6]2[CH:7]=[CH:8][CH:9]=[CH:10][C:5]=2[O:4][C:3]=1[CH2:11][N:12]([CH3:13])[C:27](=[O:29])/[CH:26]=[CH:25]/[C:22]1[CH:23]=[N:24][C:17]2[NH:16][C:15](=[O:14])[CH2:20][O:19][C:18]=2[CH:21]=1. The catalyst is CN(C=O)C.O. The yield is 0.300. The reactants are [Cl:1][C:2]1[C:6]2[CH:7]=[CH:8][CH:9]=[CH:10][C:5]=2[O:4][C:3]=1[CH2:11][NH:12][CH3:13].[O:14]=[C:15]1[CH2:20][O:19][C:18]2[CH:21]=[C:22](/[CH:25]=[CH:26]/[C:27]([OH:29])=O)[CH:23]=[N:24][C:17]=2[NH:16]1.ON1C2C=CC=CC=2N=N1.C(N(C(C)C)CC)(C)C.CN(C)CCCN=C=NCC. (3) The reactants are [OH:1][CH2:2][CH2:3][C:4]1[CH:5]=[C:6]([CH:19]=[CH:20][CH:21]=1)[O:7][CH2:8][C:9]1[CH:18]=[CH:17][CH:16]=[CH:15][C:10]=1[C:11]([O:13][CH3:14])=[O:12].[CH2:22]([O:29][C:30]1[CH:35]=[CH:34][C:33](O)=[CH:32][CH:31]=1)[C:23]1[CH:28]=[CH:27][CH:26]=[CH:25][CH:24]=1.C1(P(C2C=CC=CC=2)C2C=CC=CC=2)C=CC=CC=1.N(/C(OC(C)C)=O)=N\C(OC(C)C)=O. The catalyst is C1(C)C=CC=CC=1. The product is [CH2:22]([O:29][C:30]1[CH:35]=[CH:34][C:33]([O:1][CH2:2][CH2:3][C:4]2[CH:5]=[C:6]([CH:19]=[CH:20][CH:21]=2)[O:7][CH2:8][C:9]2[CH:18]=[CH:17][CH:16]=[CH:15][C:10]=2[C:11]([O:13][CH3:14])=[O:12])=[CH:32][CH:31]=1)[C:23]1[CH:28]=[CH:27][CH:26]=[CH:25][CH:24]=1. The yield is 0.390. (4) The reactants are [CH3:1][C:2]1[CH:11]=[CH:10][C:9]2[C:4](=[CH:5][CH:6]=[CH:7][C:8]=2[N:12]2[CH2:17][CH2:16][N:15]([CH2:18][CH2:19][C:20]3[CH:21]=[C:22]([CH:24]=[CH:25][CH:26]=3)[NH2:23])[CH2:14][CH2:13]2)[N:3]=1.[CH3:27][C:28]([CH3:33])([CH3:32])[C:29](Cl)=[O:30]. No catalyst specified. The product is [CH3:27][C:28]([CH3:33])([CH3:32])[C:29]([NH:23][C:22]1[CH:24]=[CH:25][CH:26]=[C:20]([CH2:19][CH2:18][N:15]2[CH2:14][CH2:13][N:12]([C:8]3[CH:7]=[CH:6][CH:5]=[C:4]4[C:9]=3[CH:10]=[CH:11][C:2]([CH3:1])=[N:3]4)[CH2:17][CH2:16]2)[CH:21]=1)=[O:30]. The yield is 0.660. (5) The reactants are C([O:3][C:4](=[O:16])[CH2:5][CH:6]1[CH2:11][CH2:10][N:9]([CH:12]2[CH2:15][CH2:14][CH2:13]2)[CH2:8][CH2:7]1)C.O1CCCC1.O.[OH-].[Li+].Cl. The catalyst is O. The product is [CH:12]1([N:9]2[CH2:8][CH2:7][CH:6]([CH2:5][C:4]([OH:16])=[O:3])[CH2:11][CH2:10]2)[CH2:13][CH2:14][CH2:15]1. The yield is 1.00. (6) The reactants are C(OC([N:11]1[CH2:15][CH:14]([O:16][C:17](=[O:22])[C:18]([CH3:21])([CH3:20])[CH3:19])[CH2:13][N:12]1[C:23](=[O:32])[CH2:24][C:25]1[CH:30]=[CH:29][C:28]([F:31])=[CH:27][CH:26]=1)=O)C1C=CC=CC=1. The catalyst is CO. The product is [F:31][C:28]1[CH:29]=[CH:30][C:25]([CH2:24][C:23]([N:12]2[CH2:13][CH:14]([O:16][C:17](=[O:22])[C:18]([CH3:20])([CH3:19])[CH3:21])[CH2:15][NH:11]2)=[O:32])=[CH:26][CH:27]=1. The yield is 0.980.